From a dataset of NCI-60 drug combinations with 297,098 pairs across 59 cell lines. Regression. Given two drug SMILES strings and cell line genomic features, predict the synergy score measuring deviation from expected non-interaction effect. (1) Synergy scores: CSS=32.5, Synergy_ZIP=0.178, Synergy_Bliss=-0.0923, Synergy_Loewe=0.190, Synergy_HSA=0.539. Drug 1: C1=CC(=C2C(=C1NCCNCCO)C(=O)C3=C(C=CC(=C3C2=O)O)O)NCCNCCO. Drug 2: CC1CCCC2(C(O2)CC(NC(=O)CC(C(C(=O)C(C1O)C)(C)C)O)C(=CC3=CSC(=N3)C)C)C. Cell line: MDA-MB-231. (2) Drug 1: C1=CC(=CC=C1CCC2=CNC3=C2C(=O)NC(=N3)N)C(=O)NC(CCC(=O)O)C(=O)O. Drug 2: CCN(CC)CCNC(=O)C1=C(NC(=C1C)C=C2C3=C(C=CC(=C3)F)NC2=O)C. Cell line: MALME-3M. Synergy scores: CSS=17.6, Synergy_ZIP=1.81, Synergy_Bliss=5.56, Synergy_Loewe=4.69, Synergy_HSA=5.20. (3) Drug 1: C1CC(=O)NC(=O)C1N2CC3=C(C2=O)C=CC=C3N. Drug 2: C1=CC(=CC=C1CC(C(=O)O)N)N(CCCl)CCCl.Cl. Cell line: NCI-H322M. Synergy scores: CSS=8.48, Synergy_ZIP=0.955, Synergy_Bliss=8.49, Synergy_Loewe=5.48, Synergy_HSA=4.70.